This data is from NCI-60 drug combinations with 297,098 pairs across 59 cell lines. The task is: Regression. Given two drug SMILES strings and cell line genomic features, predict the synergy score measuring deviation from expected non-interaction effect. (1) Drug 1: C1CCN(CC1)CCOC2=CC=C(C=C2)C(=O)C3=C(SC4=C3C=CC(=C4)O)C5=CC=C(C=C5)O. Drug 2: C1=C(C(=O)NC(=O)N1)F. Cell line: HL-60(TB). Synergy scores: CSS=37.1, Synergy_ZIP=6.51, Synergy_Bliss=4.63, Synergy_Loewe=-3.28, Synergy_HSA=-1.06. (2) Drug 1: CCC1(CC2CC(C3=C(CCN(C2)C1)C4=CC=CC=C4N3)(C5=C(C=C6C(=C5)C78CCN9C7C(C=CC9)(C(C(C8N6C=O)(C(=O)OC)O)OC(=O)C)CC)OC)C(=O)OC)O.OS(=O)(=O)O. Drug 2: B(C(CC(C)C)NC(=O)C(CC1=CC=CC=C1)NC(=O)C2=NC=CN=C2)(O)O. Cell line: BT-549. Synergy scores: CSS=26.3, Synergy_ZIP=-8.53, Synergy_Bliss=-10.0, Synergy_Loewe=-21.2, Synergy_HSA=-7.71. (3) Drug 1: CC1C(C(CC(O1)OC2CC(OC(C2O)C)OC3=CC4=CC5=C(C(=O)C(C(C5)C(C(=O)C(C(C)O)O)OC)OC6CC(C(C(O6)C)O)OC7CC(C(C(O7)C)O)OC8CC(C(C(O8)C)O)(C)O)C(=C4C(=C3C)O)O)O)O. Drug 2: CC1CCCC2(C(O2)CC(NC(=O)CC(C(C(=O)C(C1O)C)(C)C)O)C(=CC3=CSC(=N3)C)C)C. Cell line: EKVX. Synergy scores: CSS=37.3, Synergy_ZIP=-8.34, Synergy_Bliss=-0.227, Synergy_Loewe=-3.25, Synergy_HSA=2.14. (4) Drug 1: CC(CN1CC(=O)NC(=O)C1)N2CC(=O)NC(=O)C2. Drug 2: CN(CCCl)CCCl.Cl. Cell line: CAKI-1. Synergy scores: CSS=47.7, Synergy_ZIP=-12.8, Synergy_Bliss=-5.89, Synergy_Loewe=-2.99, Synergy_HSA=-0.150.